Dataset: Peptide-MHC class I binding affinity with 185,985 pairs from IEDB/IMGT. Task: Regression. Given a peptide amino acid sequence and an MHC pseudo amino acid sequence, predict their binding affinity value. This is MHC class I binding data. (1) The peptide sequence is FSDVSHWWQ. The MHC is HLA-A02:03 with pseudo-sequence HLA-A02:03. The binding affinity (normalized) is 0.0847. (2) The peptide sequence is YDVVSKLPL. The MHC is Patr-B2401 with pseudo-sequence Patr-B2401. The binding affinity (normalized) is 0.479. (3) The peptide sequence is LTQAAGQAF. The MHC is HLA-B44:02 with pseudo-sequence HLA-B44:02. The binding affinity (normalized) is 0.213. (4) The peptide sequence is APPKQSRTQF. The MHC is Mamu-A01 with pseudo-sequence Mamu-A01. The binding affinity (normalized) is 0.400.